From a dataset of Reaction yield outcomes from USPTO patents with 853,638 reactions. Predict the reaction yield, written as a fraction of the theoretical maximum amount of product (1.0 means a 100% yield; for example, 0.34 means a 34% yield). (1) The reactants are [S:1](Cl)([CH3:4])(=[O:3])=[O:2].[OH:6][C@H:7]1[CH2:15][C:14]2[C:9](=[CH:10][CH:11]=[CH:12][CH:13]=2)[C@@H:8]1[NH:16][C:17](=[O:23])[O:18][C:19]([CH3:22])([CH3:21])[CH3:20].C(N(CC)CC)C. The catalyst is C(Cl)Cl. The product is [CH3:4][S:1]([O:6][C@H:7]1[CH2:15][C:14]2[C:9](=[CH:10][CH:11]=[CH:12][CH:13]=2)[C@@H:8]1[NH:16][C:17]([O:18][C:19]([CH3:22])([CH3:21])[CH3:20])=[O:23])(=[O:3])=[O:2]. The yield is 0.910. (2) The reactants are [OH-:1].[K+].[N+:3]([C:6]1[CH:16]=[CH:15][CH:14]=[C:8]2[C:9]([NH:11][C:12](=[O:13])[C:7]=12)=[O:10])([O-:5])=[O:4].Cl. The catalyst is O. The product is [N+:3]([C:6]1[CH:16]=[CH:15][CH:14]=[C:8]([C:9]([OH:1])=[O:10])[C:7]=1[C:12]([NH2:11])=[O:13])([O-:5])=[O:4]. The yield is 0.900. (3) The reactants are [CH3:1][P:2](=[O:7])([CH:5]=[CH2:6])[CH:3]=[CH2:4].[CH2:8]([NH2:15])[C:9]1[CH:14]=[CH:13][CH:12]=[CH:11][CH:10]=1. The catalyst is C1COCC1.O. The product is [CH2:8]([N:15]1[CH2:6][CH2:5][P:2](=[O:7])([CH3:1])[CH2:3][CH2:4]1)[C:9]1[CH:14]=[CH:13][CH:12]=[CH:11][CH:10]=1. The yield is 0.700. (4) The reactants are [F:1][C:2]1[CH:11]=[CH:10][C:5]([C:6]([O:8]C)=O)=[CH:4][C:3]=1[NH:12][C:13]([O:15][CH2:16][CH:17]=[CH2:18])=[O:14].[Li+].C[Si]([N-][Si](C)(C)C)(C)C.[Cl:29][C:30]1[N:35]=[C:34]([CH3:36])[CH:33]=[CH:32][N:31]=1. The catalyst is C1COCC1. The product is [Cl:29][C:30]1[N:35]=[C:34]([CH2:36][C:6]([C:5]2[CH:10]=[CH:11][C:2]([F:1])=[C:3]([NH:12][C:13](=[O:14])[O:15][CH2:16][CH:17]=[CH2:18])[CH:4]=2)=[O:8])[CH:33]=[CH:32][N:31]=1. The yield is 0.816. (5) The reactants are CCN(CCN[C:9]([C:11]1[C:12]([CH3:29])=[C:13](/[CH:17]=[C:18]2/[C:19]3[CH:20]=[C:21]([F:28])[CH:22]=[CH:23][C:24]=3[NH:25][C:26]/2=[O:27])[NH:14][C:15]=1[CH3:16])=[O:10])CC.CCN(C(C)C)C(C)C.CN(C([O:46][N:47]1[N:55]=[N:54][C:49]2[CH:50]=[CH:51][CH:52]=[N:53][C:48]1=2)=[N+](C)C)C.F[P-](F)(F)(F)(F)F. The catalyst is CN(C=O)C. The product is [F:28][C:21]1[CH:20]=[C:19]2[C:24](=[CH:23][CH:22]=1)[NH:25][C:26](=[O:27])/[C:18]/2=[CH:17]\[C:13]1[NH:14][C:15]([CH3:16])=[C:11]([C:9]([O:46][N:47]2[C:48]3=[N:53][CH:52]=[CH:51][CH:50]=[C:49]3[N:54]=[N:55]2)=[O:10])[C:12]=1[CH3:29]. The yield is 0.865. (6) The reactants are [F:1][C:2]1[C:3]([CH2:14][N:15]([CH3:23])[C:16](=[O:22])[O:17][C:18]([CH3:21])([CH3:20])[CH3:19])=[CH:4][NH:5][C:6]=1[C:7]1[C:8]([F:13])=[N:9][CH:10]=[CH:11][CH:12]=1.[H-].[Na+].C1OCCOCCOCCOCCOC1.[N:41]1([S:47](Cl)(=[O:49])=[O:48])[CH2:46][CH2:45][CH2:44][CH2:43][CH2:42]1. The catalyst is O1CCCC1.O. The product is [F:1][C:2]1[C:3]([CH2:14][N:15]([CH3:23])[C:16](=[O:22])[O:17][C:18]([CH3:19])([CH3:20])[CH3:21])=[CH:4][N:5]([S:47]([N:41]2[CH2:46][CH2:45][CH2:44][CH2:43][CH2:42]2)(=[O:49])=[O:48])[C:6]=1[C:7]1[C:8]([F:13])=[N:9][CH:10]=[CH:11][CH:12]=1. The yield is 0.450. (7) The reactants are [CH3:1][S:2][C:3]1[N:4]=[CH:5][C:6]2[CH:12]=[CH:11][NH:10][C:9](=[O:13])[C:7]=2[N:8]=1.Br[CH2:15][CH:16]1[CH2:18][CH2:17]1.CCN(CC)CC. The catalyst is C(Cl)(Cl)Cl.C(=O)([O-])[O-].[Ag+2]. The product is [CH:16]1([CH2:15][O:13][C:9]2[C:7]3[N:8]=[C:3]([S:2][CH3:1])[N:4]=[CH:5][C:6]=3[CH:12]=[CH:11][N:10]=2)[CH2:18][CH2:17]1. The yield is 0.170. (8) The reactants are [CH2:1]([O:3][C:4](=[O:38])[C:5]1[CH:10]=[CH:9][C:8]([N:11]2[CH:15]=[C:14]([C:16]3[CH:21]=[CH:20][C:19]([Cl:22])=[CH:18][C:17]=3[Cl:23])[N:13]=[C:12]2[CH2:24][C:25]2[CH:30]=[CH:29][C:28]([C:31]3[CH:36]=[CH:35][C:34]([OH:37])=[CH:33][CH:32]=3)=[CH:27][CH:26]=2)=[CH:7][CH:6]=1)[CH3:2].[C:39]([C:43]1[CH:48]=[CH:47][C:46](B(O)O)=[CH:45][CH:44]=1)([CH3:42])([CH3:41])[CH3:40]. No catalyst specified. The product is [CH2:1]([O:3][C:4](=[O:38])[C:5]1[CH:6]=[CH:7][C:8]([N:11]2[CH:15]=[C:14]([C:16]3[CH:21]=[CH:20][C:19]([Cl:22])=[CH:18][C:17]=3[Cl:23])[N:13]=[C:12]2[CH2:24][C:25]2[CH:30]=[CH:29][C:28]([C:31]3[CH:32]=[CH:33][C:34]([O:37][C:46]4[CH:47]=[CH:48][C:43]([C:39]([CH3:42])([CH3:41])[CH3:40])=[CH:44][CH:45]=4)=[CH:35][CH:36]=3)=[CH:27][CH:26]=2)=[CH:9][CH:10]=1)[CH3:2]. The yield is 0.660.